From a dataset of Catalyst prediction with 721,799 reactions and 888 catalyst types from USPTO. Predict which catalyst facilitates the given reaction. (1) Reactant: [Cl:1][C:2]1[N:7]=[C:6]([CH2:8][C:9]([C:11]2[C:12]([F:29])=[C:13]([NH:17][S:18]([C:21]3[C:26]([F:27])=[CH:25][CH:24]=[CH:23][C:22]=3[F:28])(=[O:20])=[O:19])[CH:14]=[CH:15][CH:16]=2)=O)[CH:5]=[CH:4][N:3]=1.ClCCl.BrN1C(=O)CCC1=O.[CH3:41][C:42]([CH3:47])([CH3:46])[C:43](=[S:45])[NH2:44]. Product: [Cl:1][C:2]1[N:7]=[C:6]([C:8]2[S:45][C:43]([C:42]([CH3:47])([CH3:46])[CH3:41])=[N:44][C:9]=2[C:11]2[C:12]([F:29])=[C:13]([NH:17][S:18]([C:21]3[C:26]([F:27])=[CH:25][CH:24]=[CH:23][C:22]=3[F:28])(=[O:20])=[O:19])[CH:14]=[CH:15][CH:16]=2)[CH:5]=[CH:4][N:3]=1. The catalyst class is: 84. (2) Reactant: [NH2:1][CH2:2][C:3]1[C:4]([F:22])=[C:5]([O:10][C:11]2[CH:12]=[C:13]([CH:16]=[C:17]([CH:19]3[CH2:21][CH2:20]3)[CH:18]=2)[C:14]#[N:15])[C:6]([Cl:9])=[CH:7][CH:8]=1.[CH3:23][C:24]([O:27][C:28]([N:30]([C:40]([O:42][C:43]([CH3:46])([CH3:45])[CH3:44])=[O:41])[C:31]1[NH:32][C:33]([C:37](O)=[O:38])=[C:34]([Cl:36])[N:35]=1)=[O:29])([CH3:26])[CH3:25].C1C=CC2N(O)N=NC=2C=1.C(Cl)CCl. Product: [Cl:36][C:34]1[N:35]=[C:31]([N:30]([C:40]([O:42][C:43]([CH3:46])([CH3:45])[CH3:44])=[O:41])[C:28]([O:27][C:24]([CH3:26])([CH3:25])[CH3:23])=[O:29])[NH:32][C:33]=1[C:37]([NH:1][CH2:2][C:3]1[CH:8]=[CH:7][C:6]([Cl:9])=[C:5]([O:10][C:11]2[CH:18]=[C:17]([CH:19]3[CH2:20][CH2:21]3)[CH:16]=[C:13]([C:14]#[N:15])[CH:12]=2)[C:4]=1[F:22])=[O:38]. The catalyst class is: 31. (3) Reactant: [F:1][C:2]([F:25])([F:24])[O:3][C:4]1[CH:9]=[CH:8][C:7]([C:10]2[CH:11]=[CH:12][C:13]3[O:17][N:16]=[C:15]([O:18][CH2:19][C:20]([OH:22])=O)[C:14]=3[CH:23]=2)=[CH:6][CH:5]=1.[NH:26]1[CH2:30][CH2:29][CH2:28][CH2:27]1.CN(C(ON1N=NC2C=CC=NC1=2)=[N+](C)C)C.F[P-](F)(F)(F)(F)F. Product: [N:26]1([C:20](=[O:22])[CH2:19][O:18][C:15]2[C:14]3[CH:23]=[C:10]([C:7]4[CH:6]=[CH:5][C:4]([O:3][C:2]([F:1])([F:25])[F:24])=[CH:9][CH:8]=4)[CH:11]=[CH:12][C:13]=3[O:17][N:16]=2)[CH2:30][CH2:29][CH2:28][CH2:27]1. The catalyst class is: 39. (4) Reactant: [N:1]1[NH:2][N:3]=[N:4][C:5]=1[CH:6]([C:12]1[CH:17]=[CH:16][CH:15]=[CH:14][CH:13]=1)[C:7]([O:9][CH2:10][CH3:11])=[O:8].C(N(CC)CC)C.[CH2:25](Br)[CH2:26][CH2:27][CH2:28][CH2:29][CH2:30][CH2:31][CH2:32][CH2:33][CH2:34][CH2:35][CH3:36]. Product: [CH2:36]([N:3]1[N:2]=[N:1][C:5]([CH:6]([C:12]2[CH:17]=[CH:16][CH:15]=[CH:14][CH:13]=2)[C:7]([O:9][CH2:10][CH3:11])=[O:8])=[N:4]1)[CH2:35][CH2:34][CH2:33][CH2:32][CH2:31][CH2:30][CH2:29][CH2:28][CH2:27][CH2:26][CH3:25]. The catalyst class is: 10. (5) Reactant: [CH3:1][C:2]([O:5][C:6]([NH:8][C@H:9]([C:16]([OH:18])=O)[CH:10]1[CH2:15][CH2:14][CH2:13][CH2:12][CH2:11]1)=[O:7])([CH3:4])[CH3:3].ON1C2C=CC=CC=2N=N1.C(N(C(C)C)CC)(C)C.[CH2:38]([O:45][N:46]=[CH:47][CH:48]1[CH2:52][CH2:51][CH2:50][NH:49]1)[C:39]1[CH:44]=[CH:43][CH:42]=[CH:41][CH:40]=1. Product: [C:2]([O:5][C:6](=[O:7])[NH:8][C@@H:9]([CH:10]1[CH2:11][CH2:12][CH2:13][CH2:14][CH2:15]1)[C:16]([N:49]1[CH2:50][CH2:51][C:47](=[N:46][O:45][CH2:38][C:39]2[CH:40]=[CH:41][CH:42]=[CH:43][CH:44]=2)[CH:48]1[CH3:52])=[O:18])([CH3:1])([CH3:3])[CH3:4]. The catalyst class is: 4.